Predict which catalyst facilitates the given reaction. From a dataset of Catalyst prediction with 721,799 reactions and 888 catalyst types from USPTO. (1) Reactant: [OH-:1].[Li+].[CH3:3][C:4]([CH3:22])=[CH:5][C@@H:6]1[CH2:10][N:9]([C:11]([O:13][CH2:14][C:15]2[CH:20]=[CH:19][CH:18]=[CH:17][CH:16]=2)=[O:12])[C:8](=[O:21])[CH2:7]1. Product: [CH2:14]([O:13][C:11]([NH:9][CH2:10][C@@H:6]([CH:5]=[C:4]([CH3:22])[CH3:3])[CH2:7][C:8]([OH:1])=[O:21])=[O:12])[C:15]1[CH:20]=[CH:19][CH:18]=[CH:17][CH:16]=1. The catalyst class is: 7. (2) Reactant: Br[C:2]1[CH:7]=[CH:6][CH:5]=[CH:4][C:3]=1[CH:8]([C:10]1[CH:15]=[CH:14][CH:13]=[CH:12][CH:11]=1)[OH:9].[Li]CCCC.[SiH:21](Cl)([CH3:23])[CH3:22]. Product: [CH3:22][Si:21]1([CH3:23])[C:2]2[CH:7]=[CH:6][CH:5]=[CH:4][C:3]=2[CH:8]([C:10]2[CH:15]=[CH:14][CH:13]=[CH:12][CH:11]=2)[O:9]1. The catalyst class is: 1. (3) Reactant: [OH-].[Na+:2].[CH3:3][C:4]1[N:8]([CH2:9][CH2:10][CH2:11][O:12][C:13]2[CH:18]=[CH:17][C:16]([CH2:19][CH2:20][CH2:21][CH2:22][CH3:23])=[CH:15][CH:14]=2)[C:7]([C:24]2[CH:41]=[CH:40][C:27]([O:28][C@H:29]([CH2:33][C:34]3[CH:39]=[CH:38][CH:37]=[CH:36][CH:35]=3)[C:30]([OH:32])=[O:31])=[CH:26][CH:25]=2)=[CH:6][CH:5]=1. Product: [CH3:3][C:4]1[N:8]([CH2:9][CH2:10][CH2:11][O:12][C:13]2[CH:18]=[CH:17][C:16]([CH2:19][CH2:20][CH2:21][CH2:22][CH3:23])=[CH:15][CH:14]=2)[C:7]([C:24]2[CH:25]=[CH:26][C:27]([O:28][C@H:29]([CH2:33][C:34]3[CH:39]=[CH:38][CH:37]=[CH:36][CH:35]=3)[C:30]([O-:32])=[O:31])=[CH:40][CH:41]=2)=[CH:6][CH:5]=1.[Na+:2]. The catalyst class is: 8. (4) Reactant: Cl[C:2]1[C:3]2[N:4]([CH:10]=[CH:11][CH:12]=2)[N:5]=[CH:6][C:7]=1[C:8]#[N:9].Cl.[CH3:14][C@H:15]1[CH2:20][CH2:19][CH2:18][CH2:17][C@H:16]1[NH2:21].C(N(CC)CC)C.CN(C=[O:33])C. Product: [CH3:14][C@H:15]1[CH2:20][CH2:19][CH2:18][CH2:17][C@H:16]1[NH:21][C:2]1[C:3]2[N:4]([CH:10]=[CH:11][CH:12]=2)[N:5]=[CH:6][C:7]=1[C:8]([NH2:9])=[O:33]. The catalyst class is: 25. (5) Reactant: [NH:1]1[C:5]2[CH:6]=[CH:7][CH:8]=[CH:9][C:4]=2[N:3]=[C:2]1[C:10]([C:12]1[CH:17]=[CH:16][C:15]([O:18][C:19]2[C:24](Cl)=[N:23][CH:22]=[CH:21][N:20]=2)=[CH:14][CH:13]=1)=[O:11].CC1(C)C(C)(C)OB([C:34]2[CH2:35][CH2:36][CH2:37][O:38][CH:39]=2)O1.C([O-])(=O)C.[K+].O. Product: [NH:1]1[C:5]2[CH:6]=[CH:7][CH:8]=[CH:9][C:4]=2[N:3]=[C:2]1[C:10]([C:12]1[CH:17]=[CH:16][C:15]([O:18][C:19]2[C:24]([C:36]3[CH2:37][O:38][CH2:39][CH2:34][CH:35]=3)=[N:23][CH:22]=[CH:21][N:20]=2)=[CH:14][CH:13]=1)=[O:11]. The catalyst class is: 23. (6) Reactant: [F:1][C:2]([F:11])([F:10])[C:3]1([C:7]([OH:9])=O)[CH2:6][CH2:5][CH2:4]1.C1C=CC2N(O)N=NC=2C=1.CCN=C=NCCCN(C)C.[CH3:33][NH:34][CH2:35][C:36]1[CH:41]=[CH:40][C:39]([C:42]([N:44]2[CH2:50][C:49]3([CH3:52])[CH2:51][CH:45]2[CH2:46][C:47]([CH3:54])([CH3:53])[CH2:48]3)=[O:43])=[CH:38][CH:37]=1.CCN(C(C)C)C(C)C. Product: [CH3:33][N:34]([CH2:35][C:36]1[CH:41]=[CH:40][C:39]([C:42]([N:44]2[CH2:50][C:49]3([CH3:52])[CH2:51][CH:45]2[CH2:46][C:47]([CH3:54])([CH3:53])[CH2:48]3)=[O:43])=[CH:38][CH:37]=1)[C:7]([C:3]1([C:2]([F:1])([F:11])[F:10])[CH2:4][CH2:5][CH2:6]1)=[O:9]. The catalyst class is: 1.